Task: Regression/Classification. Given a drug SMILES string, predict its toxicity properties. Task type varies by dataset: regression for continuous values (e.g., LD50, hERG inhibition percentage) or binary classification for toxic/non-toxic outcomes (e.g., AMES mutagenicity, cardiotoxicity, hepatotoxicity). Dataset: ld50_zhu.. Dataset: Acute oral toxicity (LD50) regression data from Zhu et al. (1) The molecule is CCOc1ccc2ccccc2c1. The rat oral LD50 is 1.74, given as -log10 of the dose in mol/kg body weight (higher means more acutely toxic). (2) The molecule is CCCCOc1ccccc1NC(C)=O. The rat oral LD50 is 1.85, given as -log10 of the dose in mol/kg body weight (higher means more acutely toxic).